This data is from NCI-60 drug combinations with 297,098 pairs across 59 cell lines. The task is: Regression. Given two drug SMILES strings and cell line genomic features, predict the synergy score measuring deviation from expected non-interaction effect. (1) Drug 1: CNC(=O)C1=CC=CC=C1SC2=CC3=C(C=C2)C(=NN3)C=CC4=CC=CC=N4. Drug 2: C1=NC2=C(N1)C(=S)N=CN2. Cell line: UACC62. Synergy scores: CSS=-0.0640, Synergy_ZIP=-10.9, Synergy_Bliss=-23.4, Synergy_Loewe=-29.7, Synergy_HSA=-23.4. (2) Drug 1: CC1C(C(=O)NC(C(=O)N2CCCC2C(=O)N(CC(=O)N(C(C(=O)O1)C(C)C)C)C)C(C)C)NC(=O)C3=C4C(=C(C=C3)C)OC5=C(C(=O)C(=C(C5=N4)C(=O)NC6C(OC(=O)C(N(C(=O)CN(C(=O)C7CCCN7C(=O)C(NC6=O)C(C)C)C)C)C(C)C)C)N)C. Drug 2: CC1=C(C(CCC1)(C)C)C=CC(=CC=CC(=CC(=O)O)C)C. Cell line: UACC-257. Synergy scores: CSS=12.8, Synergy_ZIP=8.64, Synergy_Bliss=11.2, Synergy_Loewe=12.1, Synergy_HSA=11.5. (3) Drug 1: C1=C(C(=O)NC(=O)N1)F. Drug 2: CN(C)C1=NC(=NC(=N1)N(C)C)N(C)C. Cell line: LOX IMVI. Synergy scores: CSS=37.0, Synergy_ZIP=0.0152, Synergy_Bliss=-0.592, Synergy_Loewe=-13.8, Synergy_HSA=1.57.